Dataset: Reaction yield outcomes from USPTO patents with 853,638 reactions. Task: Predict the reaction yield, written as a fraction of the theoretical maximum amount of product (1.0 means a 100% yield; for example, 0.34 means a 34% yield). (1) The reactants are O.[C:2]([OH:6])(=O)[CH:3]=O.[CH3:7][C:8]1[CH:13]=[C:12]([CH3:14])[CH:11]=[CH:10][C:9]=1[C:15](=O)[CH3:16].[NH4+:18].[OH-].[NH2:20]N. The catalyst is O. The product is [CH3:7][C:8]1[CH:13]=[C:12]([CH3:14])[CH:11]=[CH:10][C:9]=1[C:15]1[CH:16]=[CH:3][C:2](=[O:6])[NH:18][N:20]=1. The yield is 0.550. (2) The reactants are Cl[C:2]1[C:7]([C:8]([O-:10])=[O:9])=[CH:6][N:5]=[CH:4][C:3]=1[F:11].[Cl:12][C:13]1[CH:18]=[CH:17][C:16](B(O)O)=[C:15]([F:22])[CH:14]=1.P([O-])([O-])([O-])=O.[K+].[K+].[K+].O1CCOC[CH2:32]1. The catalyst is O.C1C=CC(P(C2C=CC=CC=2)[C-]2C=CC=C2)=CC=1.C1C=CC(P(C2C=CC=CC=2)[C-]2C=CC=C2)=CC=1.Cl[Pd]Cl.[Fe+2]. The product is [Cl:12][C:13]1[CH:18]=[CH:17][C:16]([C:2]2[C:7]([C:8]([O:10][CH3:32])=[O:9])=[CH:6][N:5]=[CH:4][C:3]=2[F:11])=[C:15]([F:22])[CH:14]=1. The yield is 0.500. (3) The reactants are Br[C:2]1[CH:27]=[CH:26][C:5]2[N:6]([C:9]3[S:13][C:12]([C:14]([O:16][CH3:17])=O)=[C:11](O[Si](C(C)(C)C)(C)C)[CH:10]=3)[CH:7]=[N:8][C:4]=2[CH:3]=1.[CH3:28][N:29]1[CH:33]=[C:32](B2OC(C)(C)C(C)(C)O2)[CH:31]=[N:30]1.[C:43]([O-:46])([O-])=O.[K+].[K+].[C:49](O)(=O)[CH3:50].[OH2:53]. The catalyst is CN(C=O)C.C1C=CC(P(C2C=CC=CC=2)[C-]2C=CC=C2)=CC=1.C1C=CC(P(C2C=CC=CC=2)[C-]2C=CC=C2)=CC=1.Cl[Pd]Cl.[Fe+2]. The product is [CH3:28][N:29]1[CH:33]=[C:32]([C:2]2[CH:27]=[CH:26][C:5]3[N:6]([C:9]4[S:13][C:12]([C:14]([O:16][CH3:17])=[O:53])=[C:11]([O:46][CH2:43][C:50]5[CH:49]=[CH:4][CH:3]=[CH:2][CH:27]=5)[CH:10]=4)[CH:7]=[N:8][C:4]=3[CH:3]=2)[CH:31]=[N:30]1. The yield is 0.940. (4) The reactants are C([O:3][C:4]([C:6]1[S:7][C:8]([C:18]2[CH:23]=[CH:22][CH:21]=[CH:20][CH:19]=2)=[C:9]([C:11]2[CH:16]=[CH:15][C:14]([Br:17])=[CH:13][CH:12]=2)[N:10]=1)=O)C.[CH:24]1([NH2:30])[CH2:29][CH2:28][CH2:27][CH2:26][CH2:25]1. No catalyst specified. The product is [CH:24]1([NH:30][C:4]([C:6]2[S:7][C:8]([C:18]3[CH:19]=[CH:20][CH:21]=[CH:22][CH:23]=3)=[C:9]([C:11]3[CH:12]=[CH:13][C:14]([Br:17])=[CH:15][CH:16]=3)[N:10]=2)=[O:3])[CH2:29][CH2:28][CH2:27][CH2:26][CH2:25]1. The yield is 0.680. (5) The reactants are BrC1C=CC2N[C:7]3[C:12]([O:13]C=2C=1)=[CH:11][C:10](Br)=[CH:9][CH:8]=3.B1(B2[O:30][C:29]([CH3:32])(C)[C:28]([CH3:34])([CH3:33])O2)O[C:28]([CH3:34])([CH3:33])[C:29](C)([CH3:32])[O:30]1.[C:35]([O-])(=[O:37])[CH3:36].[K+].CN(C=[O:44])C. The catalyst is C1C=CC(P(C2C=CC=CC=2)[C-]2C=CC=C2)=CC=1.C1C=CC(P(C2C=CC=CC=2)[C-]2C=CC=C2)=CC=1.Cl[Pd]Cl.[Fe+2]. The product is [OH:13][C:12]1[CH:11]=[CH:10][C:9]2[C:34](=[O:44])[C:28]3[C:29]([O:30][C:8]=2[CH:7]=1)=[CH:32][C:35]([OH:37])=[CH:36][CH:33]=3. The yield is 0.690. (6) The reactants are ClC1N=CC(C2CC2)=CN=1.Cl.ClC1C=C(N2C(=O)C=C(OC3CCNCC3)C(C#N)=N2)C=CC=1Cl.[Br:36][C:37]1[CH:38]=[N:39][C:40](Cl)=[N:41][CH:42]=1.Cl.[C:45]([C:47]1[CH:52]=[CH:51][C:50]([N:53]2[C:58](=[O:59])[CH:57]=[C:56]([O:60][CH:61]3[CH2:66][CH2:65][NH:64][CH2:63][CH2:62]3)[C:55]([C:67]#[N:68])=[N:54]2)=[CH:49][C:48]=1[F:69])#[N:46]. No catalyst specified. The product is [Br:36][C:37]1[CH:38]=[N:39][C:40]([N:64]2[CH2:65][CH2:66][CH:61]([O:60][C:56]3[C:55]([C:67]#[N:68])=[N:54][N:53]([C:50]4[CH:51]=[CH:52][C:47]([C:45]#[N:46])=[C:48]([F:69])[CH:49]=4)[C:58](=[O:59])[CH:57]=3)[CH2:62][CH2:63]2)=[N:41][CH:42]=1. The yield is 0.890. (7) The catalyst is CS(C)=O. The yield is 0.620. The product is [C:33]([C@H:6]([CH3:32])[CH2:7][CH2:8][CH2:9][CH2:10][N:11]1[C:20](=[O:21])[C:19]2[NH:18][C:17]([CH2:22][NH:23][C:24]([O:26][C:27]([CH3:30])([CH3:29])[CH3:28])=[O:25])=[N:16][C:15]=2[N:14]([CH3:31])[C:12]1=[O:13])#[N:34]. The reactants are CS(O[C@@H:6]([CH3:32])[CH2:7][CH2:8][CH2:9][CH2:10][N:11]1[C:20](=[O:21])[C:19]2[NH:18][C:17]([CH2:22][NH:23][C:24]([O:26][C:27]([CH3:30])([CH3:29])[CH3:28])=[O:25])=[N:16][C:15]=2[N:14]([CH3:31])[C:12]1=[O:13])(=O)=O.[C-:33]#[N:34].[K+]. (8) The reactants are [Li][CH2:2][CH2:3][CH2:4]C.Br[C:7]1[CH:8]=[C:9]([Cl:14])[C:10](Cl)=[N:11][CH:12]=1.CN([CH:18]=[O:19])C.C1C[O:23]CC1. No catalyst specified. The product is [Cl:14][C:9]1[C:10]([O:23][CH:3]([CH3:4])[CH3:2])=[N:11][CH:12]=[C:7]([CH:8]=1)[CH:18]=[O:19]. The yield is 0.290. (9) The reactants are [Na+].[I-:2].[N:3]1([C:14]([O:16][C:17]([CH3:20])([CH3:19])[CH3:18])=[O:15])[CH2:8][CH2:7][CH:6]([C:9]([O:11][CH2:12]Cl)=[O:10])[CH2:5][CH2:4]1. The catalyst is C(#N)C. The product is [N:3]1([C:14]([O:16][C:17]([CH3:20])([CH3:19])[CH3:18])=[O:15])[CH2:8][CH2:7][CH:6]([C:9]([O:11][CH2:12][I:2])=[O:10])[CH2:5][CH2:4]1. The yield is 0.940. (10) The reactants are [Cl:1][C:2]1[CH:7]=[C:6]([Cl:8])[N:5]=[CH:4][C:3]=1[CH2:9][OH:10].C1C=C[NH+]=CC=1.[O-][Cr](Cl)(=O)=O. The catalyst is ClCCl. The product is [Cl:1][C:2]1[CH:7]=[C:6]([Cl:8])[N:5]=[CH:4][C:3]=1[CH:9]=[O:10]. The yield is 0.800.